Task: Predict which catalyst facilitates the given reaction.. Dataset: Catalyst prediction with 721,799 reactions and 888 catalyst types from USPTO (1) Reactant: [Cl:1][C:2]1[CH:3]=[C:4]([CH:16]=[CH:17][CH:18]=1)[CH2:5][NH:6][CH:7]([C:10]1[CH:15]=[CH:14][CH:13]=[CH:12][CH:11]=1)[CH2:8][NH2:9].C(N(CC)CC)C.Cl[C:27](Cl)([O:29]C(=O)OC(Cl)(Cl)Cl)Cl. Product: [Cl:1][C:2]1[CH:3]=[C:4]([CH:16]=[CH:17][CH:18]=1)[CH2:5][N:6]1[CH:7]([C:10]2[CH:11]=[CH:12][CH:13]=[CH:14][CH:15]=2)[CH2:8][NH:9][C:27]1=[O:29]. The catalyst class is: 4. (2) Reactant: [CH2:1]([C:3]1[N:7]([C:8]2[CH:13]=[CH:12][CH:11]=[CH:10][CH:9]=2)[N:6]=[CH:5][C:4]=1[C:14]1[N:15]=[CH:16][N:17]([C:19]2[CH:20]=[C:21]([NH2:26])[CH:22]=[CH:23][C:24]=2[CH3:25])[CH:18]=1)[CH3:2].[Li+].C[Si]([N-][Si](C)(C)C)(C)C.C[O:38][C:39](=O)[C:40]1[CH:45]=[C:44]([C:46]([CH3:49])([CH3:48])[CH3:47])[CH:43]=[C:42]([NH:50][S:51]([CH3:54])(=[O:53])=[O:52])[C:41]=1[O:55][CH3:56].C([O-])(O)=O.[Na+]. The catalyst class is: 1. Product: [C:46]([C:44]1[CH:43]=[C:42]([NH:50][S:51]([CH3:54])(=[O:53])=[O:52])[C:41]([O:55][CH3:56])=[C:40]([CH:45]=1)[C:39]([NH:26][C:21]1[CH:22]=[CH:23][C:24]([CH3:25])=[C:19]([N:17]2[CH:18]=[C:14]([C:4]3[CH:5]=[N:6][N:7]([C:8]4[CH:13]=[CH:12][CH:11]=[CH:10][CH:9]=4)[C:3]=3[CH2:1][CH3:2])[N:15]=[CH:16]2)[CH:20]=1)=[O:38])([CH3:49])([CH3:47])[CH3:48]. (3) Reactant: C([N:8]1[CH2:21][CH2:20][C:19]2[C:18]3[C:13](=[CH:14][CH:15]=[C:16]4[O:25][CH2:24][CH:23]=[CH:22][C:17]4=3)[N:12]([CH3:26])[C:11]=2[CH2:10][CH2:9]1)C1C=CC=CC=1.[ClH:27]. Product: [ClH:27].[CH3:26][N:12]1[C:13]2[C:18](=[C:17]3[CH2:22][CH2:23][CH2:24][O:25][C:16]3=[CH:15][CH:14]=2)[C:19]2[CH2:20][CH2:21][NH:8][CH2:9][CH2:10][C:11]1=2. The catalyst class is: 29.